From a dataset of NCI-60 drug combinations with 297,098 pairs across 59 cell lines. Regression. Given two drug SMILES strings and cell line genomic features, predict the synergy score measuring deviation from expected non-interaction effect. (1) Cell line: A549. Synergy scores: CSS=14.7, Synergy_ZIP=-3.06, Synergy_Bliss=-3.48, Synergy_Loewe=-27.5, Synergy_HSA=-2.34. Drug 2: CC12CCC3C(C1CCC2OP(=O)(O)O)CCC4=C3C=CC(=C4)OC(=O)N(CCCl)CCCl.[Na+]. Drug 1: C1CCC(C(C1)N)N.C(=O)(C(=O)[O-])[O-].[Pt+4]. (2) Cell line: HCC-2998. Drug 2: C#CCC(CC1=CN=C2C(=N1)C(=NC(=N2)N)N)C3=CC=C(C=C3)C(=O)NC(CCC(=O)O)C(=O)O. Synergy scores: CSS=51.7, Synergy_ZIP=-14.8, Synergy_Bliss=-16.6, Synergy_Loewe=-11.3, Synergy_HSA=-10.8. Drug 1: C1C(C(OC1N2C=NC3=C(N=C(N=C32)Cl)N)CO)O. (3) Drug 1: CC1C(C(CC(O1)OC2CC(CC3=C2C(=C4C(=C3O)C(=O)C5=C(C4=O)C(=CC=C5)OC)O)(C(=O)CO)O)N)O.Cl. Drug 2: C1CC(=O)NC(=O)C1N2C(=O)C3=CC=CC=C3C2=O. Cell line: M14. Synergy scores: CSS=-17.0, Synergy_ZIP=7.41, Synergy_Bliss=0.161, Synergy_Loewe=-10.8, Synergy_HSA=-10.4. (4) Drug 1: CCN(CC)CCNC(=O)C1=C(NC(=C1C)C=C2C3=C(C=CC(=C3)F)NC2=O)C. Drug 2: C1=CC=C(C(=C1)C(C2=CC=C(C=C2)Cl)C(Cl)Cl)Cl. Cell line: SW-620. Synergy scores: CSS=10.1, Synergy_ZIP=-3.04, Synergy_Bliss=-1.42, Synergy_Loewe=-15.2, Synergy_HSA=-1.73. (5) Drug 1: C1=CC(=CC=C1CC(C(=O)O)N)N(CCCl)CCCl.Cl. Drug 2: CC(C)CN1C=NC2=C1C3=CC=CC=C3N=C2N. Cell line: HCC-2998. Synergy scores: CSS=4.45, Synergy_ZIP=0.00681, Synergy_Bliss=2.82, Synergy_Loewe=-1.92, Synergy_HSA=-1.72.